Binary Classification. Given a miRNA mature sequence and a target amino acid sequence, predict their likelihood of interaction. From a dataset of Experimentally validated miRNA-target interactions with 360,000+ pairs, plus equal number of negative samples. (1) The miRNA is mmu-miR-466f-3p with sequence CAUACACACACACAUACACAC. The protein sequence of the target gene is MAADPLPPSAMVQPGTLNLNNEVVKMRKEVKRIRVLVIRKLVRSVGRLKSKKGTEDALLKNQRRAQRLLEEIHAMKELKPDVVTKSALSDDINFEKTCKKPDSTATDRAVARLAGHPLLKKKIDVLKDAVQAFKDARQSAPAAESSESTSGEGRCKDIARSKDDARESQHPERTVVREQKAKDTNTAAKNAASGSKEKLAKTEQAPRAGTTPGSQGRPSGKGAGVNSEHQGAPAPGDSNQGKASTKTPEDSVCEPANNGVSEEEESEGEKEYFDDSTEERFYKQSSASEDSDSGDDFFIG.... Result: 1 (interaction). (2) The miRNA is hsa-miR-5002-5p with sequence AAUUUGGUUUCUGAGGCACUUAGU. The protein sequence of the target gene is MPGRKARRNAPVNPTRAELPPEFAAQLRKIGDKVYCTWSAPDITVVLAQMPGKSQKSRMRSPSPTRVPADLKDECAQLRRIGDKVNLRQKLLNLISKLFNLVT. Result: 0 (no interaction). (3) Result: 0 (no interaction). The protein sequence of the target gene is MPADVNLSQKPQVLGPEKQDGSCEASVSFEDVTVDFSREEWQQLDPAQRCLYRDVMLELYSHLFAVGYHIPNPEVIFRMLKEKEPRVEEAEVSHQRCQEREFGLEIPQKEISKKASFQKDMVGEFTRDGSWCSILEELRLDADRTKKDEQNQIQPMSHSAFFNKKTLNTESNCEYKDPGKMIRTRPHLASSQKQPQKCCLFTESLKLNLEVNGQNESNDTEQLDDVVGSGQLFSHSSSDACSKNIHTGETFCKGNQCRKVCGHKQSLKQHQIHTQKKPDGCSECGGSFTQKSHLFAQQRI.... The miRNA is ath-miR398c-3p with sequence UGUGUUCUCAGGUCACCCCUG. (4) The miRNA is hsa-miR-4725-5p with sequence AGACCCUGCAGCCUUCCCACC. The protein sequence of the target gene is MAGQFRSYVWDPLLILSQIVLMQTVYYGSLGLWLALVDGLVRSSPSLDQMFDAEILGFSTPPGRLSMMSFILNALTCALGLLYFIRRGKQCLDFTVTVHFFHLLGCWFYSSRFPSALTWWLVQAVCIALMAVIGEYLCMRTELKEIPLNSAPKSNV. Result: 0 (no interaction). (5) The miRNA is hsa-miR-4279 with sequence CUCUCCUCCCGGCUUC. The protein sequence of the target gene is MGDKGTRVFKKASPNGKLTVYLGKRDFVDHIDLVDPVDGVVLVDPEYLKERRVYVTLTCAFRYGREDLDVLGLTFRKDLFVANVQSFPPAPEDKKPLTRLQERLIKKLGEHACPFTFEIPPNLPCSVTLQPGPEDTGKACGVDYEVKAFCAENLEEKIHKRNSVRLVIRKVQYAPERPGPQPTAETTRQFLMSDKPLHLEASLDKEIYYHGEPISVNVHVTNNTNKTVKKIKISVRQYADICLFNTAQYKCPVAMEEADDNVAPSSTFCKVYTLTPFLANNREKRGLALDGKLKHEDTNL.... Result: 0 (no interaction). (6) The miRNA is hsa-miR-1296-5p with sequence UUAGGGCCCUGGCUCCAUCUCC. The protein sequence of the target gene is MASATAAAARRGLGRALPLFWRGYQTERGVYGYRPRKPESREPQGALERPPVDHGLARLVTVYCEHGHKAAKINPLFTGQALLENVPEIQALVQTLQGPFHTAGLLNMGKEEASLEEVLVYLNQIYCGQISIETSQLQSQDEKDWFAKRFEELQKETFTTEERKHLSKLMLESQEFDHFLATKFSTVKRYGGEGAESMMGFFHELLKMSAYSGITDVIIGMPHRGRLNLLTGLLQFPPELMFRKMRGLSEFPENFSATGDVLSHLTSSVDLYFGAHHPLHVTMLPNPSHLEAVNPVAVGK.... Result: 1 (interaction). (7) The miRNA is mmu-miR-425-5p with sequence AAUGACACGAUCACUCCCGUUGA. The protein sequence of the target gene is MVSTTLSVSRMTFVWRAARPSLLNHSLRKMSYQEGKPEPAKQALKKSKLPLGRFDSLEDSPEEREPLQKFPDDVNPVTKEKGGPKGPEPTRYGDWERKGRCIDF. Result: 1 (interaction).